From a dataset of NCI-60 drug combinations with 297,098 pairs across 59 cell lines. Regression. Given two drug SMILES strings and cell line genomic features, predict the synergy score measuring deviation from expected non-interaction effect. (1) Drug 1: CC(C1=C(C=CC(=C1Cl)F)Cl)OC2=C(N=CC(=C2)C3=CN(N=C3)C4CCNCC4)N. Drug 2: CCN(CC)CCCC(C)NC1=C2C=C(C=CC2=NC3=C1C=CC(=C3)Cl)OC. Cell line: HS 578T. Synergy scores: CSS=7.96, Synergy_ZIP=-0.351, Synergy_Bliss=0.0350, Synergy_Loewe=-5.55, Synergy_HSA=-5.26. (2) Drug 1: CC12CCC(CC1=CCC3C2CCC4(C3CC=C4C5=CN=CC=C5)C)O. Drug 2: C1=CC=C(C=C1)NC(=O)CCCCCCC(=O)NO. Cell line: OVCAR3. Synergy scores: CSS=1.20, Synergy_ZIP=-5.87, Synergy_Bliss=-5.29, Synergy_Loewe=-9.63, Synergy_HSA=-4.90.